This data is from Catalyst prediction with 721,799 reactions and 888 catalyst types from USPTO. The task is: Predict which catalyst facilitates the given reaction. (1) Reactant: [Cl:1][C:2]1[CH:3]=[C:4]([CH:8]=[CH:9][C:10]=1[Cl:11])[C:5](Cl)=[O:6].[CH3:12][NH:13][C:14]1[CH:15]=[N:16][CH:17]=[CH:18][C:19]=1[C:20]1[CH:25]=[CH:24][CH:23]=[CH:22][C:21]=1[CH3:26].CCN(C(C)C)C(C)C. Product: [Cl:1][C:2]1[CH:3]=[C:4]([CH:8]=[CH:9][C:10]=1[Cl:11])[C:5]([N:13]([CH3:12])[C:14]1[CH:15]=[N:16][CH:17]=[CH:18][C:19]=1[C:20]1[CH:25]=[CH:24][CH:23]=[CH:22][C:21]=1[CH3:26])=[O:6]. The catalyst class is: 2. (2) Reactant: C([O:3][C:4](=[O:31])[CH2:5][CH:6]1[S:10][C:9]([C:11]2[NH:12][C:13]3[C:18]([CH:19]=2)=[C:17]([CH3:20])[CH:16]=[CH:15][C:14]=3[N:21]([CH3:30])[S:22]([C:25]2[S:26][CH:27]=[CH:28][CH:29]=2)(=[O:24])=[O:23])=[N:8][CH2:7]1)C.[OH-].[K+].C(O)(=O)CC(CC(O)=O)(C(O)=O)O. The catalyst class is: 83. Product: [CH3:20][C:17]1[CH:16]=[CH:15][C:14]([N:21]([CH3:30])[S:22]([C:25]2[S:26][CH:27]=[CH:28][CH:29]=2)(=[O:24])=[O:23])=[C:13]2[C:18]=1[CH:19]=[C:11]([C:9]1[S:10][CH:6]([CH2:5][C:4]([OH:31])=[O:3])[CH2:7][N:8]=1)[NH:12]2. (3) Reactant: [S:1]1[C:5]2[CH:6]=[CH:7][CH:8]=[CH:9][C:4]=2[N:3]=[C:2]1[O:10][C:11]1[CH:16]=[CH:15][C:14]([CH2:17][CH2:18][NH:19][CH2:20][CH2:21][CH2:22][N:23]2[CH2:27][CH2:26][CH2:25][C:24]2=[O:28])=[CH:13][CH:12]=1.C(O)(=O)C.C(O[C:36]1(O[Si](C)(C)C)[CH2:38][CH2:37]1)C.C([BH3-])#N.[Na+]. Product: [S:1]1[C:5]2[CH:6]=[CH:7][CH:8]=[CH:9][C:4]=2[N:3]=[C:2]1[O:10][C:11]1[CH:12]=[CH:13][C:14]([CH2:17][CH2:18][N:19]([CH:36]2[CH2:38][CH2:37]2)[CH2:20][CH2:21][CH2:22][N:23]2[CH2:27][CH2:26][CH2:25][C:24]2=[O:28])=[CH:15][CH:16]=1. The catalyst class is: 14. (4) Reactant: [CH3:1][O:2][C:3](=[O:25])[CH2:4][CH2:5][CH2:6][O:7][C:8]1[CH:13]=[C:12]([C:14](=[O:22])[NH:15][CH:16]2[CH2:21][CH2:20][NH:19][CH2:18][CH2:17]2)[CH:11]=[C:10]([O:23][CH3:24])[CH:9]=1.C(OC(N1CCC(NC(=O)C2C=C(OCCCC(OC)=O)C=C(OC)C=2)CC1)=O)(C)(C)C.[CH2:58]([O:60][C:61]1[CH:62]=[C:63]([CH:66]=[C:67]([O:70][CH2:71][CH3:72])[C:68]=1[F:69])[CH:64]=O)[CH3:59].C([BH3-])#N.[Na+].C(N(C(C)C)C(C)C)C. Product: [CH3:1][O:2][C:3](=[O:25])[CH2:4][CH2:5][CH2:6][O:7][C:8]1[CH:9]=[C:10]([O:23][CH3:24])[CH:11]=[C:12]([C:14](=[O:22])[NH:15][CH:16]2[CH2:17][CH2:18][N:19]([CH2:64][C:63]3[CH:66]=[C:67]([O:70][CH2:71][CH3:72])[C:68]([F:69])=[C:61]([O:60][CH2:58][CH3:59])[CH:62]=3)[CH2:20][CH2:21]2)[CH:13]=1. The catalyst class is: 212. (5) Reactant: [NH:1]1[C:5]2[CH:6]=[CH:7][CH:8]=[CH:9][C:4]=2[N:3]=[C:2]1[N:10]1[CH2:15][CH2:14][CH:13]([C:16]([C:24]2[CH:29]=[CH:28][CH:27]=[CH:26][CH:25]=2)([C:18]2[CH:23]=[CH:22][CH:21]=[CH:20][CH:19]=2)O)[CH2:12][CH2:11]1. Product: [C:16](=[C:13]1[CH2:12][CH2:11][N:10]([C:2]2[NH:1][C:5]3[CH:6]=[CH:7][CH:8]=[CH:9][C:4]=3[N:3]=2)[CH2:15][CH2:14]1)([C:18]1[CH:19]=[CH:20][CH:21]=[CH:22][CH:23]=1)[C:24]1[CH:29]=[CH:28][CH:27]=[CH:26][CH:25]=1. The catalyst class is: 55. (6) Reactant: C(OC(=O)[N:7]([CH2:11][CH2:12][NH:13][C:14]([C:16]1[CH:36]=[CH:35][C:19]2[N:20]([CH3:34])[C:21]([NH:23][C:24]3[S:25][C:26]4[CH:32]=[C:31]([Cl:33])[CH:30]=[CH:29][C:27]=4[N:28]=3)=[N:22][C:18]=2[CH:17]=1)=[O:15])[CH2:8][CH2:9][F:10])(C)(C)C. Product: [ClH:33].[ClH:33].[F:10][CH2:9][CH2:8][NH:7][CH2:11][CH2:12][NH:13][C:14]([C:16]1[CH:36]=[CH:35][C:19]2[N:20]([CH3:34])[C:21]([NH:23][C:24]3[S:25][C:26]4[CH:32]=[C:31]([Cl:33])[CH:30]=[CH:29][C:27]=4[N:28]=3)=[N:22][C:18]=2[CH:17]=1)=[O:15]. The catalyst class is: 89. (7) Reactant: C(O[C:6]([N:8](C)[CH:9]1[CH2:14][CH2:13][N:12]([C:15]([O:17][CH2:18][C:19]2[CH:24]=[C:23]([Cl:25])[CH:22]=[C:21]([Cl:26])[CH:20]=2)=[O:16])[CH2:11][CH2:10]1)=O)(C)(C)C.Cl.O1CCOCC1. Product: [CH3:6][NH:8][CH:9]1[CH2:14][CH2:13][N:12]([C:15]([O:17][CH2:18][C:19]2[CH:20]=[C:21]([Cl:26])[CH:22]=[C:23]([Cl:25])[CH:24]=2)=[O:16])[CH2:11][CH2:10]1. The catalyst class is: 2. (8) Reactant: C([O:4][CH2:5][C@@H:6]1[C@@H:11]([O:12]C(=O)C)[C@H:10]([O:16]C(=O)C)[C@H:9]([O:20]C(=O)C)[C@@H:8]([CH2:24][C:25]2[CH:30]=[CH:29][C:28]([C:31]3[CH:36]=[CH:35][C:34]([CH2:37][C@@H:38]4[C@@H:43]([O:44]C(=O)C)[C@@H:42]([O:48]C(=O)C)[C@H:41]([O:52]C(=O)C)[C@@H:40]([CH2:56][O:57]C(=O)C)[O:39]4)=[CH:33][CH:32]=3)=[CH:27][CH:26]=2)[O:7]1)(=O)C.CO[Na].C(O)(=O)C. Product: [OH:57][CH2:56][C@@H:40]1[C@@H:41]([OH:52])[C@H:42]([OH:48])[C@H:43]([OH:44])[C@@H:38]([CH2:37][C:34]2[CH:33]=[CH:32][C:31]([C:28]3[CH:27]=[CH:26][C:25]([CH2:24][C@@H:8]4[C@@H:9]([OH:20])[C@@H:10]([OH:16])[C@H:11]([OH:12])[C@@H:6]([CH2:5][OH:4])[O:7]4)=[CH:30][CH:29]=3)=[CH:36][CH:35]=2)[O:39]1. The catalyst class is: 5. (9) Reactant: F[C:2](F)(F)[C:3]([OH:5])=[O:4].C(OC([N:15]1[CH2:20][CH2:19][N:18]([C:21]2[C:26]([CH2:27][NH:28][C:29]3[N:33]([C:34]4[CH:39]=[CH:38][CH:37]=[C:36]([Cl:40])[C:35]=4[Cl:41])[N:32]=[N:31][N:30]=3)=[CH:25][CH:24]=[CH:23][N:22]=2)[CH2:17][CH2:16]1)=O)(C)(C)C. Product: [C:3]([OH:5])(=[O:4])[CH3:2].[Cl:41][C:35]1[C:36]([Cl:40])=[CH:37][CH:38]=[CH:39][C:34]=1[N:33]1[C:29]([NH:28][CH2:27][C:26]2[C:21]([N:18]3[CH2:19][CH2:20][NH:15][CH2:16][CH2:17]3)=[N:22][CH:23]=[CH:24][CH:25]=2)=[N:30][N:31]=[N:32]1. The catalyst class is: 4.